This data is from NCI-60 drug combinations with 297,098 pairs across 59 cell lines. The task is: Regression. Given two drug SMILES strings and cell line genomic features, predict the synergy score measuring deviation from expected non-interaction effect. (1) Drug 1: CC(C1=C(C=CC(=C1Cl)F)Cl)OC2=C(N=CC(=C2)C3=CN(N=C3)C4CCNCC4)N. Drug 2: C#CCC(CC1=CN=C2C(=N1)C(=NC(=N2)N)N)C3=CC=C(C=C3)C(=O)NC(CCC(=O)O)C(=O)O. Cell line: NCIH23. Synergy scores: CSS=7.32, Synergy_ZIP=-3.49, Synergy_Bliss=-4.75, Synergy_Loewe=-6.55, Synergy_HSA=-6.44. (2) Drug 1: COC1=C(C=C2C(=C1)N=CN=C2NC3=CC(=C(C=C3)F)Cl)OCCCN4CCOCC4. Drug 2: C1CC(C1)(C(=O)O)C(=O)O.[NH2-].[NH2-].[Pt+2]. Cell line: MALME-3M. Synergy scores: CSS=52.4, Synergy_ZIP=-4.37, Synergy_Bliss=0.347, Synergy_Loewe=1.05, Synergy_HSA=3.01.